This data is from Full USPTO retrosynthesis dataset with 1.9M reactions from patents (1976-2016). The task is: Predict the reactants needed to synthesize the given product. (1) Given the product [Si:1]([O:8][C:9]1[CH:14]=[C:13]([O:15][Si:16]([C:19]([CH3:22])([CH3:21])[CH3:20])([CH3:18])[CH3:17])[CH:12]=[CH:11][C:10]=1[CH:23]1[CH2:28][CH2:27][CH2:26][CH2:25][C:24]1=[N:31][OH:32])([C:4]([CH3:7])([CH3:6])[CH3:5])([CH3:3])[CH3:2], predict the reactants needed to synthesize it. The reactants are: [Si:1]([O:8][C:9]1[CH:14]=[C:13]([O:15][Si:16]([C:19]([CH3:22])([CH3:21])[CH3:20])([CH3:18])[CH3:17])[CH:12]=[CH:11][C:10]=1[CH:23]1[CH2:28][CH2:27][CH2:26][CH2:25][C:24]1=O)([C:4]([CH3:7])([CH3:6])[CH3:5])([CH3:3])[CH3:2].Cl.[NH2:31][OH:32].C(N(CC)CC)C. (2) The reactants are: [F:1][C:2]([F:21])([F:20])[C:3]1[CH:4]=[C:5]([C@H:13]2[O:17][C:16](=[O:18])[NH:15][C@H:14]2[CH3:19])[CH:6]=[C:7]([C:9]([F:12])([F:11])[F:10])[CH:8]=1.[H-].[Na+].Br[CH2:25][C:26]1[CH:31]=[C:30]([C:32]([F:35])([F:34])[F:33])[CH:29]=[CH:28][C:27]=1[I:36]. Given the product [F:21][C:2]([F:1])([F:20])[C:3]1[CH:4]=[C:5]([C@H:13]2[O:17][C:16](=[O:18])[N:15]([CH2:25][C:26]3[CH:31]=[C:30]([C:32]([F:33])([F:35])[F:34])[CH:29]=[CH:28][C:27]=3[I:36])[C@H:14]2[CH3:19])[CH:6]=[C:7]([C:9]([F:10])([F:11])[F:12])[CH:8]=1, predict the reactants needed to synthesize it. (3) Given the product [N+:14]([C:11]1[CH:12]=[CH:13][C:8]([C:6]2[N:5]=[C:4]3[N:17]([CH2:20][C:21]([F:24])([F:23])[F:22])[N:18]=[CH:19][C:3]3=[C:2]([N:33]3[CH:26]4[CH2:32][CH2:31][CH:30]3[CH2:29][O:28][CH2:27]4)[N:7]=2)=[CH:9][CH:10]=1)([O-:16])=[O:15], predict the reactants needed to synthesize it. The reactants are: Cl[C:2]1[N:7]=[C:6]([C:8]2[CH:13]=[CH:12][C:11]([N+:14]([O-:16])=[O:15])=[CH:10][CH:9]=2)[N:5]=[C:4]2[N:17]([CH2:20][C:21]([F:24])([F:23])[F:22])[N:18]=[CH:19][C:3]=12.Cl.[CH:26]12[NH:33][CH:30]([CH2:31][CH2:32]1)[CH2:29][O:28][CH2:27]2.C(N(CC)CC)C. (4) Given the product [CH3:1][O:2][C:3](=[O:30])[CH2:4][CH2:5][NH:6][C:7](=[O:29])[C:8]1[CH:13]=[CH:12][C:11]([C:14]([OH:21])([C:22]2[CH:27]=[CH:26][C:25]([C:42]3[CH:43]=[CH:44][C:39]([C:38]([F:49])([F:48])[F:37])=[CH:40][CH:41]=3)=[CH:24][CH:23]=2)[CH2:15][CH2:16][CH2:17][CH2:18][CH2:19][CH3:20])=[CH:10][CH:9]=1, predict the reactants needed to synthesize it. The reactants are: [CH3:1][O:2][C:3](=[O:30])[CH2:4][CH2:5][NH:6][C:7](=[O:29])[C:8]1[CH:13]=[CH:12][C:11]([C:14]([C:22]2[CH:27]=[CH:26][C:25](Br)=[CH:24][CH:23]=2)([OH:21])[CH2:15][CH2:16][CH2:17][CH2:18][CH2:19][CH3:20])=[CH:10][CH:9]=1.C(=O)([O-])[O-].[K+].[K+].[F:37][C:38]([F:49])([F:48])[C:39]1[CH:44]=[CH:43][C:42](B(O)O)=[CH:41][CH:40]=1. (5) Given the product [Cl:1][C:2]1[CH:3]=[C:4]([C:8]#[C:9][C:10]2[N:11]=[C:12]([CH3:15])[N:13]([C:19]3[CH:20]=[CH:21][CH:22]=[C:17]([F:16])[N:18]=3)[CH:14]=2)[CH:5]=[CH:6][CH:7]=1, predict the reactants needed to synthesize it. The reactants are: [Cl:1][C:2]1[CH:3]=[C:4]([C:8]#[C:9][C:10]2[N:11]=[C:12]([CH3:15])[NH:13][CH:14]=2)[CH:5]=[CH:6][CH:7]=1.[F:16][C:17]1[CH:22]=[CH:21][CH:20]=[C:19](F)[N:18]=1. (6) Given the product [Br:24][C:19]1[CH:18]=[CH:17][C:16]2[N:15]([CH2:25][CH2:26][CH2:27][O:8][CH2:7][CH:5]3[CH2:4][O:3][C:2]([CH3:9])([CH3:1])[O:6]3)[C:14]3[C:22]([C:21]=2[CH:20]=1)=[CH:23][C:11]([Br:10])=[CH:12][CH:13]=3, predict the reactants needed to synthesize it. The reactants are: [CH3:1][C:2]1([CH3:9])[O:6][CH:5]([CH2:7][OH:8])[CH2:4][O:3]1.[Br:10][C:11]1[CH:12]=[CH:13][C:14]2[N:15]([CH2:25][CH2:26][CH2:27]Br)[C:16]3[C:21]([C:22]=2[CH:23]=1)=[CH:20][C:19]([Br:24])=[CH:18][CH:17]=3.